Regression. Given two drug SMILES strings and cell line genomic features, predict the synergy score measuring deviation from expected non-interaction effect. From a dataset of NCI-60 drug combinations with 297,098 pairs across 59 cell lines. Drug 1: CCC1(CC2CC(C3=C(CCN(C2)C1)C4=CC=CC=C4N3)(C5=C(C=C6C(=C5)C78CCN9C7C(C=CC9)(C(C(C8N6C=O)(C(=O)OC)O)OC(=O)C)CC)OC)C(=O)OC)O.OS(=O)(=O)O. Drug 2: C#CCC(CC1=CN=C2C(=N1)C(=NC(=N2)N)N)C3=CC=C(C=C3)C(=O)NC(CCC(=O)O)C(=O)O. Cell line: CAKI-1. Synergy scores: CSS=27.6, Synergy_ZIP=-4.32, Synergy_Bliss=-4.07, Synergy_Loewe=-10.4, Synergy_HSA=-4.79.